From a dataset of Reaction yield outcomes from USPTO patents with 853,638 reactions. Predict the reaction yield, written as a fraction of the theoretical maximum amount of product (1.0 means a 100% yield; for example, 0.34 means a 34% yield). (1) The reactants are [CH2:1]([O:8][C:9]([N:11]1[C:15](=[O:16])[CH2:14][CH2:13][C@H:12]1[C:17]([OH:19])=[O:18])=[O:10])[C:2]1[CH:7]=[CH:6][CH:5]=[CH:4][CH:3]=1.S(=O)(=O)(O)O.[CH2:25]=[C:26]([CH3:28])[CH3:27].C(=O)([O-])[O-].[Na+].[Na+]. The catalyst is C(Cl)Cl. The product is [O:16]=[C:15]1[N:11]([C:9]([O:8][CH2:1][C:2]2[CH:3]=[CH:4][CH:5]=[CH:6][CH:7]=2)=[O:10])[C@H:12]([C:17]([O:19][C:26]([CH3:28])([CH3:27])[CH3:25])=[O:18])[CH2:13][CH2:14]1. The yield is 0.670. (2) The reactants are [CH3:1][C:2]1[C:6]([CH2:7][N:8]2[CH:12]=[C:11]([N:13]3[C:17](=[O:18])[CH2:16][NH:15][C:14]3=[O:19])[CH:10]=[N:9]2)=[C:5]([CH3:20])[O:4][N:3]=1.[CH3:21][O:22][C:23]1[N:28]=[C:27]([CH2:29]O)[CH:26]=[CH:25][CH:24]=1.C(P(CCCC)CCCC)CCC. The catalyst is C1COCC1.[Cl-].[Na+].O. The product is [CH3:1][C:2]1[C:6]([CH2:7][N:8]2[CH:12]=[C:11]([N:13]3[C:17](=[O:18])[CH2:16][N:15]([CH2:29][C:27]4[CH:26]=[CH:25][CH:24]=[C:23]([O:22][CH3:21])[N:28]=4)[C:14]3=[O:19])[CH:10]=[N:9]2)=[C:5]([CH3:20])[O:4][N:3]=1. The yield is 0.0400. (3) The reactants are [Br:1][C:2]1[O:6][C:5]([C:7]2[CH:12]=[CH:11][C:10]([O:13][CH2:14][CH2:15][CH2:16]Cl)=[CH:9][CH:8]=2)=[N:4][C:3]=1[CH2:18][N:19]1[CH2:24][CH2:23][CH2:22][CH2:21][CH2:20]1.[I-].[Na+].[CH3:27][CH:28]1[CH2:32][CH2:31][CH2:30][NH:29]1.Cl. The catalyst is C(#N)C. The product is [Br:1][C:2]1[O:6][C:5]([C:7]2[CH:12]=[CH:11][C:10]([O:13][CH2:14][CH2:15][CH2:16][N:29]3[CH2:30][CH2:31][CH2:32][CH:28]3[CH3:27])=[CH:9][CH:8]=2)=[N:4][C:3]=1[CH2:18][N:19]1[CH2:24][CH2:23][CH2:22][CH2:21][CH2:20]1. The yield is 0.200. (4) The reactants are [C:1]([O:4][CH2:5][C:6]1[C:14]2[C:9](=[CH:10][C:11]([Cl:15])=[CH:12][CH:13]=2)[N:8](C(OC(C)(C)C)=O)[CH:7]=1)(=O)C.C[O-].[Na+]. The catalyst is CO. The product is [Cl:15][C:11]1[CH:10]=[C:9]2[C:14]([C:6]([CH2:5][O:4][CH3:1])=[CH:7][NH:8]2)=[CH:13][CH:12]=1. The yield is 0.886. (5) The reactants are [F:1][C:2]1[CH:3]=[CH:4][C:5]([O:8][CH2:9][CH:10]2[CH2:15][CH:14]3[NH:16][CH:11]2[CH2:12][CH2:13]3)=[N:6][CH:7]=1.[S:17]1[CH:21]=[CH:20][CH:19]=[C:18]1[C:22]1[CH:30]=[CH:29][CH:28]=[CH:27][C:23]=1[C:24](Cl)=[O:25]. The catalyst is C(Cl)Cl. The product is [F:1][C:2]1[CH:3]=[CH:4][C:5]([O:8][CH2:9][CH:10]2[CH2:15][CH:14]3[N:16]([C:24]([C:23]4[CH:27]=[CH:28][CH:29]=[CH:30][C:22]=4[C:18]4[S:17][CH:21]=[CH:20][CH:19]=4)=[O:25])[CH:11]2[CH2:12][CH2:13]3)=[N:6][CH:7]=1. The yield is 0.570. (6) The reactants are C([Sn](CCCC)(CCCC)[C:6]1[CH:11]=[CH:10][C:9]([Sn](CCCC)(CCCC)CCCC)=[CH:8][CH:7]=1)CCC.Br[C:34]1[CH:39]=[CH:38][CH:37]=[CH:36][C:35]=1[NH:40][S:41]([CH2:44][CH2:45][CH2:46][CH2:47][CH2:48][CH2:49][CH2:50][CH2:51][CH2:52][CH2:53][CH2:54][CH3:55])(=[O:43])=[O:42]. The catalyst is C1C=CC([P]([Pd]([P](C2C=CC=CC=2)(C2C=CC=CC=2)C2C=CC=CC=2)([P](C2C=CC=CC=2)(C2C=CC=CC=2)C2C=CC=CC=2)[P](C2C=CC=CC=2)(C2C=CC=CC=2)C2C=CC=CC=2)(C2C=CC=CC=2)C2C=CC=CC=2)=CC=1.CN(C=O)C. The product is [C:34]1([C:36]2[CH:35]=[CH:34][C:39]([C:6]3[CH:7]=[CH:8][CH:9]=[CH:10][C:11]=3[NH:40][S:41]([CH2:44][CH2:45][CH2:46][CH2:47][CH2:48][CH2:49][CH2:50][CH2:51][CH2:52][CH2:53][CH2:54][CH3:55])(=[O:43])=[O:42])=[CH:38][CH:37]=2)[CH:39]=[CH:38][CH:37]=[CH:36][C:35]=1[NH:40][S:41]([CH2:44][CH2:45][CH2:46][CH2:47][CH2:48][CH2:49][CH2:50][CH2:51][CH2:52][CH2:53][CH2:54][CH3:55])(=[O:43])=[O:42]. The yield is 0.150. (7) The reactants are [C:1]([C:5]1[CH:10]=[CH:9][C:8]([NH:11][C:12]([NH:14][CH2:15][CH2:16][CH:17]=O)=[O:13])=[CH:7][CH:6]=1)([CH3:4])([CH3:3])[CH3:2].[CH3:19][C:20]1([CH3:41])[O:24][C@@H:23]2[C@@H:25]([CH2:38][NH:39]C)[O:26][C@@H:27]([N:28]3[CH:36]=[N:35][C:34]4[C:29]3=[N:30][CH:31]=[N:32][C:33]=4[NH2:37])[C@@H:22]2[O:21]1.[BH-](OC(C)=O)(OC(C)=O)OC(C)=O.[Na+].C([O-])(O)=O.[Na+]. The catalyst is ClCCCl.C(Cl)Cl.CO. The product is [NH2:37][C:33]1[N:32]=[CH:31][N:30]=[C:29]2[C:34]=1[N:35]=[CH:36][N:28]2[C@H:27]1[C@@H:22]2[O:21][C:20]([CH3:19])([CH3:41])[O:24][C@@H:23]2[C@@H:25]([CH2:38][NH:39][CH2:17][CH2:16][CH2:15][NH:14][C:12]([NH:11][C:8]2[CH:7]=[CH:6][C:5]([C:1]([CH3:2])([CH3:3])[CH3:4])=[CH:10][CH:9]=2)=[O:13])[O:26]1. The yield is 0.610.